This data is from Peptide-MHC class I binding affinity with 185,985 pairs from IEDB/IMGT. The task is: Regression. Given a peptide amino acid sequence and an MHC pseudo amino acid sequence, predict their binding affinity value. This is MHC class I binding data. The peptide sequence is KRVVINKDT. The MHC is Mamu-A20102 with pseudo-sequence Mamu-A20102. The binding affinity (normalized) is 0.